Dataset: Forward reaction prediction with 1.9M reactions from USPTO patents (1976-2016). Task: Predict the product of the given reaction. (1) Given the reactants O=C1CCC(=O)N1[O:8][C:9](=O)[CH2:10][CH2:11][CH:12]([NH:20][C:21](=[O:47])[CH2:22][CH2:23][CH2:24][CH2:25][CH2:26][CH2:27][CH2:28][CH2:29][CH2:30][CH2:31][CH2:32][CH2:33][CH2:34][CH2:35][CH2:36][CH2:37][CH2:38][CH2:39][C:40]([O:42][C:43]([CH3:46])([CH3:45])[CH3:44])=[O:41])[C:13]([O:15][C:16]([CH3:19])([CH3:18])[CH3:17])=[O:14].[NH2:49][CH2:50][CH2:51][O:52][CH2:53][CH2:54][O:55][CH2:56][CH2:57][O:58][CH2:59][CH2:60][O:61][CH2:62][CH2:63][C:64]([OH:66])=[O:65].[B-](F)(F)(F)F.CN(C(ON1C(=O)CCC1=O)=[N+](C)C)C, predict the reaction product. The product is: [C:43]([O:42][C:40](=[O:41])[CH2:39][CH2:38][CH2:37][CH2:36][CH2:35][CH2:34][CH2:33][CH2:32][CH2:31][CH2:30][CH2:29][CH2:28][CH2:27][CH2:26][CH2:25][CH2:24][CH2:23][CH2:22][C:21](=[O:47])[NH:20][CH:12]([C:13]([O:15][C:16]([CH3:19])([CH3:18])[CH3:17])=[O:14])[CH2:11][CH2:10][C:9](=[O:8])[NH:49][CH2:50][CH2:51][O:52][CH2:53][CH2:54][O:55][CH2:56][CH2:57][O:58][CH2:59][CH2:60][O:61][CH2:62][CH2:63][C:64]([OH:66])=[O:65])([CH3:46])([CH3:44])[CH3:45]. (2) Given the reactants Br[C:2]1[CH:7]=[CH:6][N:5]=[C:4]([NH:8][C:9]([NH:11][CH2:12][CH3:13])=[O:10])[CH:3]=1.[CH3:14][N:15]1[C:19](B2OC(C)(C)C(C)(C)O2)=[CH:18][CH:17]=[N:16]1.C1(P(C2CCCCC2)C2C=CC=CC=2C2C(C(C)C)=CC(C(C)C)=CC=2C(C)C)CCCCC1.C([O-])([O-])=O.[Na+].[Na+], predict the reaction product. The product is: [CH2:12]([NH:11][C:9]([NH:8][C:4]1[CH:3]=[C:2]([C:19]2[N:15]([CH3:14])[N:16]=[CH:17][CH:18]=2)[CH:7]=[CH:6][N:5]=1)=[O:10])[CH3:13]. (3) Given the reactants [CH3:1][C:2]1[NH:3][CH:4]=[CH:5][C:6]=1[C:7]([O:9][C:10]([CH3:13])([CH3:12])[CH3:11])=[O:8].[C:14]([O-])([O-])=O.[Cs+].[Cs+].IC.O, predict the reaction product. The product is: [CH3:14][N:3]1[CH:4]=[CH:5][C:6]([C:7]([O:9][C:10]([CH3:13])([CH3:12])[CH3:11])=[O:8])=[C:2]1[CH3:1]. (4) Given the reactants C(=O)([O-])[O-].[K+].[K+].[CH3:7][C:8]1([CH3:39])[C:16]2[C:11](=[CH:12][CH:13]=[C:14]([C:17]3[CH:22]=[CH:21][C:20]([C:23]([F:26])([F:25])[F:24])=[CH:19][CH:18]=3)[CH:15]=2)[N:10]([C:27](=[O:38])[CH2:28][C:29]2[CH:34]=[CH:33][C:32]([OH:35])=[C:31]([O:36][CH3:37])[CH:30]=2)[CH2:9]1.Br[CH2:41][C:42]([O:44][C:45]([CH3:48])([CH3:47])[CH3:46])=[O:43], predict the reaction product. The product is: [CH3:7][C:8]1([CH3:39])[C:16]2[C:11](=[CH:12][CH:13]=[C:14]([C:17]3[CH:18]=[CH:19][C:20]([C:23]([F:24])([F:26])[F:25])=[CH:21][CH:22]=3)[CH:15]=2)[N:10]([C:27](=[O:38])[CH2:28][C:29]2[CH:34]=[CH:33][C:32]([O:35][CH2:41][C:42]([O:44][C:45]([CH3:48])([CH3:47])[CH3:46])=[O:43])=[C:31]([O:36][CH3:37])[CH:30]=2)[CH2:9]1.